This data is from Experimentally validated miRNA-target interactions with 360,000+ pairs, plus equal number of negative samples. The task is: Binary Classification. Given a miRNA mature sequence and a target amino acid sequence, predict their likelihood of interaction. (1) The miRNA is hsa-miR-490-3p with sequence CAACCUGGAGGACUCCAUGCUG. The protein sequence of the target gene is MKLGSSRAGPGRGSAGLLPGVHELPMGIPAPWGTSPLSFHRKCSLWAPGRPFLTLVLLVSIKQVTGSLLEETTRKWAQYKQACLRDLLKEPSGIFCNGTFDQYVCWPHSSPGNVSVPCPSYLPWWSEESSGRAYRHCLAQGTWQTIENATDIWQDDSECSENHSFKQNVDRYALLSTLQLMYTVGYSFSLISLFLALTLLLFLRKLHCTRNYIHMNLFASFILRTLAVLVKDVVFYNSYSKRPDNENGWMSYLSEMSTSCRSVQVLLHYFVGANYLWLLVEGLYLHTLLEPTVLPERRLW.... Result: 1 (interaction). (2) The miRNA is hsa-miR-4474-5p with sequence UUAGUCUCAUGAUCAGACACA. The protein sequence of the target gene is MRIPVDASTSRRFTPPSTALSPGKMSEALPLGAPDAGAALAGKLRSGDRSMVEVLADHPGELVRTDSPNFLCSVLPTHWRCNKTLPIAFKVVALGDVPDGTLVTVMAGNDENYSAELRNATAAMKNQVARFNDLRFVGRSGRGKSFTLTITVFTNPPQVATYHRAIKITVDGPREPRRHRQKLDDQTKPGSLSFSERLSELEQLRRTAMRVSPHHPAPTPNPRASLNHSTAFNPQPQSQMQDTRQIQPSPPWSYDQSYQYLGSIASPSVHPATPISPGRASGMTTLSAELSSRLSTAPDL.... Result: 0 (no interaction). (3) The miRNA is mmu-miR-5099 with sequence UUAGAUCGAUGUGGUGCUCC. The protein sequence of the target gene is MAAPVRLGRKRPLPACPNPLFVRWLTEWRDEATRSRRRTRFVFQKALRSLRRYPLPLRSGKEAKILQHFGDGLCRMLDERLQRHRTSGGDHAPDSPSGENSPAPQGRLAEVQDSSMPVPAQPKAGGSGSYWPARHSGARVILLVLYREHLNPNGHHFLTKEELLQRCAQKSPRVAPGSARPWPALRSLLHRNLVLRTHQPARYSLTPEGLELAQKLAESEGLSLLNVGIGPKEPPGEETAVPGAASAELASEAGVQQQPLELRPGEYRVLLCVDIGETRGGGHRPELLRELQRLHVTHTV.... Result: 0 (no interaction). (4) The miRNA is hsa-miR-3529-5p with sequence AGGUAGACUGGGAUUUGUUGUU. Result: 1 (interaction). The protein sequence of the target gene is MAAAVSSVVRRVEELGDLAQAHIQQLSEAAGEDDHFLIRASAALEKLKLLCGEEKECSNPSNLLELYTQAILDMTYFEENKLVDEDFPEDSSSQKVKELISFLSEPEILVKENNMHPKHCNLLGDELLECLSWRRGALLYMYCHSLTKRREWLLRKSSLLKKYLLDGISYLLQMLNYRCPIQLNEGVSFQDLDTAKLLSAGIFSDIHLLAMMYSGEMCYWGSKYCADQQPENHEVDTSVSGAGCTTYKEPLDFREVGEKILKKYVSVCEGPLKEQEWNTTNAKQILNFFHHRCN. (5) The miRNA is mmu-miR-1839-5p with sequence AAGGUAGAUAGAACAGGUCUUG. The protein sequence of the target gene is MKLAVLFCFILLIVLQTDCERGTRRQRRRMHQRRLRKSSSFHLRANRQLEVQQTTAAPDARLPTANSDYSVEENIESLLSNLGVESSYSVLPGKKGYCFVKGMIMYNKAVWSPEPCTTCLCSNGRVLCDETECHPKACPYTIKPEGECCPICSDAEQESINKLHKQVPPPQMEMDQVAIKEALQSEEDEEIAEGHKEHKKETSVPTKIHGDGERTERKLRPEKEGRSAHQPLYHGRREEEESKEETEREGEEEEEEEEEEEEDAIRGDVFRMSSRVIPGTPRGRPRLPRSCSLSYRTISC.... Result: 1 (interaction). (6) The miRNA is hsa-miR-302a-3p with sequence UAAGUGCUUCCAUGUUUUGGUGA. The protein sequence of the target gene is MDRMASSMKQVPNPLPKVLSRRGVGAGLEAAERESFERTQTVSINKAINTQEVAVKEKHARTCILGTHHEKGAQTFWSVVNRLPLSSNAVLCWKFCHVFHKLLRDGHPNVLKDSLRYRNELSDMSRMWGHLSEGYGQLCSIYLKLLRTKMEYHTKNPRFPGNLQMSDRQLDEAGESDVNNFFQLTVEMFDYLECELNLFQTVFNSLDMSRSVSVTAAGQCRLAPLIQVILDCSHLYDYTVKLLFKLHSCLPADTLQGHRDRFMEQFTKLKDLFYRSSNLQYFKRLIQIPQLPENPPNFLR.... Result: 1 (interaction). (7) The miRNA is hsa-miR-4682 with sequence UCUGAGUUCCUGGAGCCUGGUCU. The protein sequence of the target gene is MAFLRKVNQVLLLLLVLTLCGILYKKVHKGAVLKDKADVDSESPEDMEEEIPVVICAAAGRMGAAMAAINSIYSNTDANLVFYVVGLRSTLPRIRKWIEHSKLREINFKIVEFNPTVLKGKIRPDSSRPELLQPLNFVRFYLPLLVHQHEKVIYLDDDVIVQGDIQELYDTTLALGHAAAFSDDCDLPSAQDIHRLVGLQNTYMGYLDYRKKTIKDLGISPSTCSFNPGVIVANMTEWKHQRITKQLEKWMQKNVEENLYSSSLGGGVATSPMLIVFHGKYSTINPLWHIRHLGWNPDAR.... Result: 0 (no interaction). (8) The miRNA is hsa-miR-4677-3p with sequence UCUGUGAGACCAAAGAACUACU. The protein sequence of the target gene is MAAAIRIRAVAAGARLSVLNCGLGITTRGLCSQPVSVKERIDNKRHAALLGGGQRRIDAQHKRGKLTARERISLLLDPGSFMESDMFVEHRCADFGMAADKNKFPGDSVVTGRGRINGRLVYVFSQDFTVFGGSLSGAHAQKICKIMDQAITVGAPVIGLNDSGGARIQEGVESLAGYADIFLRNVTASGVIPQISLIMGPCAGGAVYSPALTDFTFMVKDTSYLFITGPEVVKSVTNEDVTQEQLGGAKTHTTVSGVAHRAFDNDVDALCNLREFFNFLPLSSQDPAPIRECHDPSDRL.... Result: 0 (no interaction). (9) The miRNA is hsa-miR-3146 with sequence CAUGCUAGGAUAGAAAGAAUGG. The protein sequence of the target gene is MAFSPWQILSPVQWAKWTWSAVRGGAAGEDEAGGPEGDPEEEDSQAETKSLSFSSDSEGNFETPEAETPIRSPFKESCDPSLGLAGPGAKSQESQEADEQLVAEVVEKCSSKTCSKPSENEVPQQAIDSHSVKNFREEPEHDFSKISIVRPFSIETKDSTDISAVLGTKAAHGCVTAVSGKALPSSPPDALQDEAMTEGSMGVTLEASAEADLKAGNSCPELVPSRRSKLRKPKPVPLRKKAIGGEFSDTNAAVEGTPLPKASYHFSPEELDENTSPLLGDARFQKSPPDLKETPGTLSS.... Result: 0 (no interaction).